Predict the reactants needed to synthesize the given product. From a dataset of Full USPTO retrosynthesis dataset with 1.9M reactions from patents (1976-2016). (1) Given the product [F:12][C:9]1[CH:10]=[CH:11][C:6]([C:5]([OH:20])=[O:4])=[C:7]([O:13][C:14]([F:18])([F:19])[CH:15]([F:17])[F:16])[CH:8]=1, predict the reactants needed to synthesize it. The reactants are: [OH-].[Na+].C[O:4][C:5](=[O:20])[C:6]1[CH:11]=[CH:10][C:9]([F:12])=[CH:8][C:7]=1[O:13][C:14]([F:19])([F:18])[CH:15]([F:17])[F:16]. (2) Given the product [Cl:19][CH2:20][C:21]1[N:18]=[C:11]2[CH:10]=[C:9]([C:3]3[CH:4]=[CH:5][C:6]([Cl:8])=[CH:7][C:2]=3[Cl:1])[N:14]=[C:13]([S:15][CH2:16][CH3:17])[N:12]2[CH:22]=1, predict the reactants needed to synthesize it. The reactants are: [Cl:1][C:2]1[CH:7]=[C:6]([Cl:8])[CH:5]=[CH:4][C:3]=1[C:9]1[N:14]=[C:13]([S:15][CH2:16][CH3:17])[N:12]=[C:11]([NH2:18])[CH:10]=1.[Cl:19][CH2:20][C:21](=O)[CH2:22]Cl. (3) Given the product [ClH:1].[O:25]1[CH:26]=[CH:27][CH:28]=[C:24]1[C:21]1[CH:22]=[CH:23][C:18]([C:17]2[N:13]([C:5]3[CH:6]=[CH:7][C:8]([S:9]([CH3:12])(=[O:11])=[O:10])=[C:3]([CH2:2][NH2:37])[CH:4]=3)[N:14]=[C:15]([C:29]([F:32])([F:31])[F:30])[CH:16]=2)=[CH:19][CH:20]=1, predict the reactants needed to synthesize it. The reactants are: [Cl:1][CH2:2][C:3]1[CH:4]=[C:5]([N:13]2[C:17]([C:18]3[CH:23]=[CH:22][C:21]([C:24]4[O:25][CH:26]=[CH:27][CH:28]=4)=[CH:20][CH:19]=3)=[CH:16][C:15]([C:29]([F:32])([F:31])[F:30])=[N:14]2)[CH:6]=[CH:7][C:8]=1[S:9]([CH3:12])(=[O:11])=[O:10].C1(=O)[NH:37]C(=O)C2=CC=CC=C12.[K].O. (4) Given the product [C:13]([C:5]1[C:4]2[C:19]([C:22]3[CH:27]=[CH:26][CH:25]=[CH:24][CH:23]=3)=[N:20][O:21][C:3]=2[C:2]([OH:1])=[C:7]([C:8]([O:10][CH2:11][CH3:12])=[O:9])[N:6]=1)#[CH:14], predict the reactants needed to synthesize it. The reactants are: [OH:1][C:2]1[C:3]2[O:21][N:20]=[C:19]([C:22]3[CH:27]=[CH:26][CH:25]=[CH:24][CH:23]=3)[C:4]=2[C:5]([C:13]#[C:14][Si](C)(C)C)=[N:6][C:7]=1[C:8]([O:10][CH2:11][CH3:12])=[O:9].C(=O)([O-])[O-].[Cs+].[Cs+]. (5) Given the product [S:25]1[C:21]2[CH:20]=[C:19]([N:10]3[C:11]4[CH:16]=[CH:15][CH:14]=[CH:13][C:12]=4[N:8]([C:3]4[CH:4]=[N:5][CH:6]=[CH:7][C:2]=4[CH3:1])[C:9]3=[O:17])[CH:27]=[CH:26][C:22]=2[N:23]=[CH:24]1, predict the reactants needed to synthesize it. The reactants are: [CH3:1][C:2]1[CH:7]=[CH:6][N:5]=[CH:4][C:3]=1[N:8]1[C:12]2[CH:13]=[CH:14][CH:15]=[CH:16][C:11]=2[NH:10][C:9]1=[O:17].I[C:19]1[CH:27]=[CH:26][C:22]2[N:23]=[CH:24][S:25][C:21]=2[CH:20]=1.CNC1CCCCC1NC.P([O-])([O-])([O-])=O.[K+].[K+].[K+]. (6) Given the product [ClH:3].[Cl:3][C:5]([C:8]1[C:16]2[C:11](=[CH:12][CH:13]=[CH:14][CH:15]=2)[N:10]([C:17]2[C:26]3[C:21](=[CH:22][C:23]([C:27]([F:30])([F:29])[F:28])=[CH:24][CH:25]=3)[N:20]=[CH:19][CH:18]=2)[CH:9]=1)=[O:6], predict the reactants needed to synthesize it. The reactants are: S(Cl)([Cl:3])=O.[C:5]([C:8]1[C:16]2[C:11](=[CH:12][CH:13]=[CH:14][CH:15]=2)[N:10]([C:17]2[C:26]3[C:21](=[CH:22][C:23]([C:27]([F:30])([F:29])[F:28])=[CH:24][CH:25]=3)[N:20]=[CH:19][CH:18]=2)[CH:9]=1)(O)=[O:6]. (7) Given the product [CH2:15]([O:7][C:6](=[O:8])[C:5]1[CH:9]=[CH:10][C:2]([Cl:1])=[C:3]([S:11](=[O:13])(=[O:14])[NH2:12])[CH:4]=1)[CH3:16].[Cl:1][C:2]1[CH:10]=[CH:9][C:5]([CH:6]=[O:7])=[CH:4][C:3]=1[S:11]([NH2:12])(=[O:14])=[O:13], predict the reactants needed to synthesize it. The reactants are: [Cl:1][C:2]1[CH:10]=[CH:9][C:5]([C:6]([OH:8])=[O:7])=[CH:4][C:3]=1[S:11](=[O:14])(=[O:13])[NH2:12].[CH2:15](O)[CH3:16]. (8) Given the product [CH2:1]([C:3]1[CH:4]=[C:5]([CH2:27][N:28]2[CH2:31][CH:30]([C:32]([OH:34])=[O:33])[CH2:29]2)[S:6][C:7]=1[C:8]1[N:12]=[C:11]([C:13]2[CH:14]=[CH:15][C:16]([O:19][C:20]3[CH:25]=[CH:24][CH:23]=[C:22]([F:26])[CH:21]=3)=[CH:17][CH:18]=2)[O:10][N:9]=1)[CH3:2], predict the reactants needed to synthesize it. The reactants are: [CH2:1]([C:3]1[CH:4]=[C:5]([CH2:27][N:28]2[CH2:31][CH:30]([C:32]([O:34]C)=[O:33])[CH2:29]2)[S:6][C:7]=1[C:8]1[N:12]=[C:11]([C:13]2[CH:18]=[CH:17][C:16]([O:19][C:20]3[CH:25]=[CH:24][CH:23]=[C:22]([F:26])[CH:21]=3)=[CH:15][CH:14]=2)[O:10][N:9]=1)[CH3:2].O.[OH-].[Li+].C(O)(=O)C. (9) The reactants are: [CH3:1][NH:2][S:3]([C:6]([F:18])([F:17])[C:7]([F:16])([F:15])[C:8]([F:14])([F:13])[C:9]([F:12])([F:11])[F:10])(=[O:5])=[O:4].[CH2:19]([C:21]1[O:22][CH2:23][CH2:24][N:25]=1)[CH3:20].C(=O)([O-])[O-].[Na+].[Na+]. Given the product [C:6]([S:3]([N:2]([CH2:19][CH2:21][NH2:25])[CH3:1])(=[O:5])=[O:4])([C:7]([C:8]([C:9]([F:10])([F:11])[F:12])([F:13])[F:14])([F:15])[F:16])([F:18])[F:17].[CH3:1][N:2]([CH2:23][CH2:24][NH:25][C:21](=[O:22])[CH2:19][CH3:20])[S:3]([C:6]([F:18])([F:17])[C:7]([F:15])([F:16])[C:8]([F:13])([F:14])[C:9]([F:10])([F:11])[F:12])(=[O:5])=[O:4], predict the reactants needed to synthesize it.